From a dataset of Forward reaction prediction with 1.9M reactions from USPTO patents (1976-2016). Predict the product of the given reaction. (1) Given the reactants [NH2:1][C:2]([NH:4][CH2:5][CH:6]1[CH2:11][CH2:10][CH:9]([NH:12][C:13](=[O:22])[O:14][CH2:15][C:16]2[CH:21]=[CH:20][CH:19]=[CH:18][CH:17]=2)[CH2:8][CH2:7]1)=[S:3].Br[CH:24]1[C:30](=O)[C:29]2[CH:32]=[CH:33][CH:34]=[CH:35][C:28]=2[O:27][CH2:26][CH2:25]1.C(N(C(C)C)CC)(C)C, predict the reaction product. The product is: [CH2:15]([O:14][C:13](=[O:22])[NH:12][CH:9]1[CH2:10][CH2:11][CH:6]([CH2:5][NH:4][C:2]2[S:3][C:24]3[CH2:25][CH2:26][O:27][C:28]4[CH:35]=[CH:34][CH:33]=[CH:32][C:29]=4[C:30]=3[N:1]=2)[CH2:7][CH2:8]1)[C:16]1[CH:17]=[CH:18][CH:19]=[CH:20][CH:21]=1. (2) The product is: [CH:1]([O:4][C:5]([N:7]1[CH2:12][CH2:11][CH:10]([O:13][C:14]2[C:19]([C:20]#[N:21])=[C:18]([NH:22][C:23]3[CH:28]=[CH:27][C:26]([NH:34][CH2:31][CH2:32][CH3:33])=[CH:25][C:24]=3[F:30])[N:17]=[CH:16][N:15]=2)[CH2:9][CH2:8]1)=[O:6])([CH3:3])[CH3:2]. Given the reactants [CH:1]([O:4][C:5]([N:7]1[CH2:12][CH2:11][CH:10]([O:13][C:14]2[C:19]([C:20]#[N:21])=[C:18]([NH:22][C:23]3[CH:28]=[CH:27][C:26](I)=[CH:25][C:24]=3[F:30])[N:17]=[CH:16][N:15]=2)[CH2:9][CH2:8]1)=[O:6])([CH3:3])[CH3:2].[CH2:31]([NH2:34])[CH2:32][CH3:33].N1CCC[C@H]1C(O)=O.C(=O)([O-])[O-].[K+].[K+], predict the reaction product.